This data is from Reaction yield outcomes from USPTO patents with 853,638 reactions. The task is: Predict the reaction yield, written as a fraction of the theoretical maximum amount of product (1.0 means a 100% yield; for example, 0.34 means a 34% yield). The reactants are [BH4-].[Li+].[CH2:3]([N:10]1[C@@H:15]2[C@:16]([F:29])([C:18]3[N:22]([CH2:23][O:24][CH2:25][CH2:26][O:27][CH3:28])[N:21]=[N:20][N:19]=3)[CH2:17][C@@:11]1([C:50]1[CH:55]=[CH:54][CH:53]=[CH:52][CH:51]=1)[C@H:12]([O:30][C@@H:31]([C:46](OC)=[O:47])[C:32]1[CH:37]=[C:36]([C:38]([F:41])([F:40])[F:39])[CH:35]=[C:34]([C:42]([F:45])([F:44])[F:43])[CH:33]=1)[CH2:13][CH2:14]2)[C:4]1[CH:9]=[CH:8][CH:7]=[CH:6][CH:5]=1. The catalyst is C(OCC)C. The product is [CH2:3]([N:10]1[C@@H:15]2[C@:16]([F:29])([C:18]3[N:22]([CH2:23][O:24][CH2:25][CH2:26][O:27][CH3:28])[N:21]=[N:20][N:19]=3)[CH2:17][C@@:11]1([C:50]1[CH:55]=[CH:54][CH:53]=[CH:52][CH:51]=1)[C@H:12]([O:30][C@H:31]([C:32]1[CH:33]=[C:34]([C:42]([F:43])([F:44])[F:45])[CH:35]=[C:36]([C:38]([F:40])([F:41])[F:39])[CH:37]=1)[CH2:46][OH:47])[CH2:13][CH2:14]2)[C:4]1[CH:9]=[CH:8][CH:7]=[CH:6][CH:5]=1. The yield is 0.430.